From a dataset of Full USPTO retrosynthesis dataset with 1.9M reactions from patents (1976-2016). Predict the reactants needed to synthesize the given product. (1) Given the product [C:27]([O:6][CH2:5][CH:4]=[CH:3][C:2]([F:1])([C:11]([F:12])([F:13])[F:14])[C:7]([F:9])([F:8])[F:10])(=[O:30])[CH:28]=[CH2:29], predict the reactants needed to synthesize it. The reactants are: [F:1][C:2]([C:11]([F:14])([F:13])[F:12])([C:7]([F:10])([F:9])[F:8])[CH:3]=[CH:4][CH2:5][OH:6].C(N(CC)CC)C.C(OCC)C.[C:27](Cl)(=[O:30])[CH:28]=[CH2:29]. (2) Given the product [CH:1]([O:4][C:5](=[O:16])[CH2:6][O:7][C:8]1[CH:13]=[CH:12][CH:11]=[C:10]([CH:14]=[N:18][OH:19])[CH:9]=1)([CH3:3])[CH3:2], predict the reactants needed to synthesize it. The reactants are: [CH:1]([O:4][C:5](=[O:16])[CH2:6][O:7][C:8]1[CH:13]=[CH:12][CH:11]=[C:10]([CH:14]=O)[CH:9]=1)([CH3:3])[CH3:2].Cl.[NH2:18][OH:19].N1C=CC=CC=1. (3) The reactants are: [N:1]1[CH:6]=[CH:5][CH:4]=[CH:3][C:2]=1[C:7]([NH:9][C:10]1[C:11]([C:21]([OH:23])=O)=[N:12][N:13]([CH:15]2[CH2:20][CH2:19][CH2:18][CH2:17][O:16]2)[CH:14]=1)=[O:8].[OH:24][CH2:25][CH2:26][CH2:27][NH2:28].CCN=C=NCCCN(C)C.C1C=CC2N(O)N=NC=2C=1.C(=O)([O-])O.[Na+]. Given the product [OH:24][CH2:25][CH2:26][CH2:27][NH:28][C:21]([C:11]1[C:10]([NH:9][C:7]([C:2]2[CH:3]=[CH:4][CH:5]=[CH:6][N:1]=2)=[O:8])=[CH:14][N:13]([CH:15]2[CH2:20][CH2:19][CH2:18][CH2:17][O:16]2)[N:12]=1)=[O:23], predict the reactants needed to synthesize it. (4) Given the product [Br:3][C:4]1[CH:5]=[C:6]([CH:7]=[CH:8][CH:9]=1)[O:10][CH2:17][CH:12]1[CH2:13][O:18]1, predict the reactants needed to synthesize it. The reactants are: [H-].[Na+].[Br:3][C:4]1[CH:5]=[C:6]([OH:10])[CH:7]=[CH:8][CH:9]=1.Br[C:12]1[CH:17]=CC=C[C:13]=1[OH:18].CC(=O)OCC. (5) Given the product [CH2:6]([C:8]1[C:9]([CH:14]=[N:4][OH:1])=[N:10][CH:11]=[CH:12][N:13]=1)[CH3:7], predict the reactants needed to synthesize it. The reactants are: [OH-:1].[Na+].Cl.[NH2:4]O.[CH2:6]([C:8]1[C:9]([CH:14]=O)=[N:10][CH:11]=[CH:12][N:13]=1)[CH3:7].Cl. (6) The reactants are: [Cl:1][C:2]1[CH:3]=[CH:4][CH:5]=[C:6]2[C:11]=1[N:10]=[N:9][C:8]([C:12]1[CH:17]=[CH:16][CH:15]=[CH:14][CH:13]=1)=[C:7]2O.P(Br)(Br)([Br:21])=O.[OH-].[NH4+]. Given the product [Br:21][C:7]1[C:6]2[C:11](=[C:2]([Cl:1])[CH:3]=[CH:4][CH:5]=2)[N:10]=[N:9][C:8]=1[C:12]1[CH:17]=[CH:16][CH:15]=[CH:14][CH:13]=1, predict the reactants needed to synthesize it. (7) Given the product [F:52][C:3]1[CH:2]=[CH:7][CH:6]=[CH:5][C:4]=1[C@H:9]([NH:25][C:26](=[O:32])[O:27][C:28]([CH3:31])([CH3:29])[CH3:30])[CH2:10][C:11]([CH:13]1[C:18](=[O:19])[N:17]([CH:20]([CH3:22])[CH3:21])[C:16](=[O:23])[NH:15][C:14]1=[O:24])=[O:12], predict the reactants needed to synthesize it. The reactants are: F[C:2]1[CH:3]=[C:4]([C@H:9]([NH:25][C:26](=[O:32])[O:27][C:28]([CH3:31])([CH3:30])[CH3:29])[CH2:10][C:11]([CH:13]2[C:18](=[O:19])[N:17]([CH:20]([CH3:22])[CH3:21])[C:16](=[O:23])[NH:15][C:14]2=[O:24])=[O:12])[CH:5]=[CH:6][C:7]=1F.C(OC(N[C@@H](C1C=CC([F:52])=C(F)C=1)CC(O)=O)=O)(C)(C)C.C(N[C@@H](C1C=CC=C(F)C=1)CC(O)=O)(OC(C)(C)C)=O.